Predict the reaction yield, written as a fraction of the theoretical maximum amount of product (1.0 means a 100% yield; for example, 0.34 means a 34% yield). From a dataset of Reaction yield outcomes from USPTO patents with 853,638 reactions. The product is [F:21][C:22]1[CH:27]=[CH:26][C:25]([C@@:28]([NH:36][S@@:37]([C:39]([CH3:40])([CH3:42])[CH3:41])=[O:38])([C:2]2[CH:7]=[C:6]([O:8][C:9]([F:14])([F:13])[CH:10]([F:12])[F:11])[CH:5]=[C:4]([F:15])[CH:3]=2)[CH2:29][C:30]2[CH:35]=[CH:34][CH:33]=[CH:32][CH:31]=2)=[CH:24][C:23]=1[O:43][CH3:44]. The yield is 0.420. The reactants are Br[C:2]1[CH:7]=[C:6]([O:8][C:9]([F:14])([F:13])[CH:10]([F:12])[F:11])[CH:5]=[C:4]([F:15])[CH:3]=1.[Li]CCCC.[F:21][C:22]1[CH:27]=[CH:26][C:25](/[C:28](=[N:36]/[S@@:37]([C:39]([CH3:42])([CH3:41])[CH3:40])=[O:38])/[CH2:29][C:30]2[CH:35]=[CH:34][CH:33]=[CH:32][CH:31]=2)=[CH:24][C:23]=1[O:43][CH3:44].[Al](C)(C)C.FC1C=C([Li])C=C(OC(F)(F)C(F)F)C=1. The catalyst is C1(C)C=CC=CC=1.CCOC(C)=O.